Predict the product of the given reaction. From a dataset of Forward reaction prediction with 1.9M reactions from USPTO patents (1976-2016). (1) Given the reactants [CH:1]([C:3]1[CH:4]=[N:5][N:6]([CH2:8][C:9]([O:11]C(C)(C)C)=[O:10])[CH:7]=1)=[O:2].Cl, predict the reaction product. The product is: [CH:1]([C:3]1[CH:4]=[N:5][N:6]([CH2:8][C:9]([OH:11])=[O:10])[CH:7]=1)=[O:2]. (2) Given the reactants [CH3:1][O:2][C:3]1[N:8]=[CH:7][C:6]([NH:9][S:10]([C:13]2[CH:18]=[CH:17][CH:16]=[CH:15][C:14]=2[N+:19]([O-])=O)(=[O:12])=[O:11])=[CH:5][CH:4]=1, predict the reaction product. The product is: [NH2:19][C:14]1[CH:15]=[CH:16][CH:17]=[CH:18][C:13]=1[S:10]([NH:9][C:6]1[CH:7]=[N:8][C:3]([O:2][CH3:1])=[CH:4][CH:5]=1)(=[O:11])=[O:12]. (3) Given the reactants [NH2:1][CH2:2][CH:3]1[CH2:8][CH2:7][NH:6][CH2:5][CH2:4]1.Cl[C:10]1[C:23]2[C:22](=[O:24])[C:21]3[C:16](=[CH:17][CH:18]=[CH:19][CH:20]=3)[C:15](=[O:25])[C:14]=2[CH:13]=[CH:12][CH:11]=1, predict the reaction product. The product is: [NH:6]1[CH2:7][CH2:8][CH:3]([CH2:2][NH:1][C:17]2[C:16]3[C:15](=[O:25])[C:14]4[C:23](=[CH:10][CH:11]=[CH:12][CH:13]=4)[C:22](=[O:24])[C:21]=3[CH:20]=[CH:19][CH:18]=2)[CH2:4][CH2:5]1. (4) Given the reactants C(OC([N:8]1[CH2:16][C:15]2[C:14]([O:17][C:18]3[CH:19]=[C:20]4[C:24](=[CH:25][CH:26]=3)[N:23]([C:27](=[O:39])[NH:28][C:29]3[CH:34]=[CH:33][CH:32]=[C:31]([C:35]([F:38])([F:37])[F:36])[CH:30]=3)[CH:22]=[CH:21]4)=[N:13][CH:12]=[N:11][C:10]=2[CH2:9]1)=O)(C)(C)C.C(O)(C(F)(F)F)=O, predict the reaction product. The product is: [F:38][C:35]([F:36])([F:37])[C:31]1[CH:30]=[C:29]([NH:28][C:27]([N:23]2[C:24]3[C:20](=[CH:19][C:18]([O:17][C:14]4[C:15]5[CH2:16][NH:8][CH2:9][C:10]=5[N:11]=[CH:12][N:13]=4)=[CH:26][CH:25]=3)[CH:21]=[CH:22]2)=[O:39])[CH:34]=[CH:33][CH:32]=1. (5) Given the reactants CC1(C)C(C)(C)OB([C:9]2[CH2:14][CH2:13][CH2:12][C:11](=[O:15])[CH:10]=2)O1.Cl[C:18]1[CH:23]=[CH:22][N:21]=[CH:20][C:19]=1[N+:24]([O-:26])=[O:25], predict the reaction product. The product is: [N+:24]([C:19]1[CH:20]=[N:21][CH:22]=[CH:23][C:18]=1[C:9]1[CH2:14][CH2:13][CH2:12][C:11](=[O:15])[CH:10]=1)([O-:26])=[O:25].